From a dataset of Forward reaction prediction with 1.9M reactions from USPTO patents (1976-2016). Predict the product of the given reaction. (1) Given the reactants [F:1][C:2]1[CH:9]=[C:8]([C:10]2[CH:15]=[CH:14][N:13]=[C:12]3[NH:16][C:17]([C:19]4[CH:20]=[N:21][N:22]([CH:24]5[CH2:27][O:26][CH2:25]5)[CH:23]=4)=[N:18][C:11]=23)[CH:7]=[CH:6][C:3]=1[CH2:4][NH2:5].[C:28]([C:32]1[O:36][N:35]=[C:34]([C:37](O)=[O:38])[N:33]=1)([CH3:31])([CH3:30])[CH3:29].F[P-](F)(F)(F)(F)F.Br[P+](N1CCCC1)(N1CCCC1)N1CCCC1.C(N(C(C)C)C(C)C)C.CN(C=O)C, predict the reaction product. The product is: [F:1][C:2]1[CH:9]=[C:8]([C:10]2[CH:15]=[CH:14][N:13]=[C:12]3[NH:16][C:17]([C:19]4[CH:20]=[N:21][N:22]([CH:24]5[CH2:27][O:26][CH2:25]5)[CH:23]=4)=[N:18][C:11]=23)[CH:7]=[CH:6][C:3]=1[CH2:4][NH:5][C:37]([C:34]1[N:33]=[C:32]([C:28]([CH3:31])([CH3:30])[CH3:29])[O:36][N:35]=1)=[O:38]. (2) Given the reactants C(O[C:4]([C:6]1([CH2:12][CH2:13]OC)[CH2:11][CH2:10][NH:9][CH2:8][CH2:7]1)=[O:5])C.[CH3:16][CH:17]([CH3:23])[CH2:18][S:19](Cl)(=[O:21])=[O:20].[F:24][C:25]([F:35])([F:34])[CH2:26][C:27]1[CH:32]=[CH:31][C:30]([NH2:33])=[CH:29][CH:28]=1, predict the reaction product. The product is: [CH3:16][CH:17]([CH3:23])[CH2:18][S:19]([N:9]1[CH2:8][CH2:7][C:6]2([C:4](=[O:5])[N:33]([C:30]3[CH:31]=[CH:32][C:27]([CH2:26][C:25]([F:24])([F:34])[F:35])=[CH:28][CH:29]=3)[CH2:13][CH2:12]2)[CH2:11][CH2:10]1)(=[O:21])=[O:20]. (3) Given the reactants [F:1][C:2]([F:14])([F:13])[C:3]1[N:8]=[C:7]([C:9](O)([CH3:11])[CH3:10])[CH:6]=[CH:5][CH:4]=1.S(=O)(=O)(O)O.[OH-:20].[Na+].[C:22](#[N:24])[CH3:23], predict the reaction product. The product is: [CH3:10][C:9]([NH:24][C:22](=[O:20])[CH3:23])([C:7]1[CH:6]=[CH:5][CH:4]=[C:3]([C:2]([F:14])([F:13])[F:1])[N:8]=1)[CH3:11]. (4) Given the reactants [Br:1][C:2]1[CH:7]=[CH:6][C:5]([C:8](=O)[CH3:9])=[CH:4][CH:3]=1.[C:11]([O-])([O-])=O.[K+].[K+].[C:30]1(P(=O)([C:30]2[CH:35]=[CH:34][CH:33]=[CH:32][CH:31]=2)[C:30]2[CH:35]=[CH:34][CH:33]=[CH:32][CH:31]=2)[CH:35]=[CH:34][CH:33]=[CH:32][CH:31]=1.[PH4+], predict the reaction product. The product is: [Br:1][C:2]1[CH:7]=[CH:6][C:5]([C:8]([CH3:9])=[CH:11][C:30]2[CH:31]=[CH:32][CH:33]=[CH:34][CH:35]=2)=[CH:4][CH:3]=1. (5) Given the reactants [CH:1]1([C:6]2[NH:14][C:13]3[C:12]([NH:15][C@@H:16]([CH2:19][C:20]4[CH:25]=[CH:24][N:23]=[CH:22][CH:21]=4)[CH2:17]O)=[N:11][C:10](=[O:26])[N:9]([CH2:27][CH2:28][CH3:29])[C:8]=3[N:7]=2)[CH2:5][CH2:4][CH2:3][CH2:2]1.S(Cl)(Cl)=O, predict the reaction product. The product is: [CH:1]1([C:6]2[NH:14][C:13]3[C:12]4=[N:15][C@@H:16]([CH2:19][C:20]5[CH:25]=[CH:24][N:23]=[CH:22][CH:21]=5)[CH2:17][N:11]4[C:10](=[O:26])[N:9]([CH2:27][CH2:28][CH3:29])[C:8]=3[N:7]=2)[CH2:2][CH2:3][CH2:4][CH2:5]1. (6) Given the reactants [CH3:1][C:2]1[N+:3]([O-])=[C:4]([C:13]2[CH:18]=[CH:17][C:16]([CH3:19])=[CH:15][CH:14]=2)[O:5][C:6]=1[C:7]1[CH:12]=[CH:11][CH:10]=[CH:9][CH:8]=1.P(Cl)(Cl)([Cl:23])=O.N, predict the reaction product. The product is: [Cl:23][CH2:1][C:2]1[N:3]=[C:4]([C:13]2[CH:18]=[CH:17][C:16]([CH3:19])=[CH:15][CH:14]=2)[O:5][C:6]=1[C:7]1[CH:12]=[CH:11][CH:10]=[CH:9][CH:8]=1.